From a dataset of Reaction yield outcomes from USPTO patents with 853,638 reactions. Predict the reaction yield, written as a fraction of the theoretical maximum amount of product (1.0 means a 100% yield; for example, 0.34 means a 34% yield). The reactants are [CH3:1][C:2]([CH3:22])([CH3:21])[C:3]#[C:4][C:5]1[CH:10]=[C:9]([N+:11]([O-:13])=[O:12])[C:8](F)=[CH:7][C:6]=1[NH:15]C(=O)CCC.[CH3:23][C:24]([O-:27])([CH3:26])[CH3:25].[K+].O. The catalyst is CN(C=O)C. The product is [C:24]([O:27][C:8]1[CH:7]=[C:6]2[C:5]([CH:4]=[C:3]([C:2]([CH3:1])([CH3:21])[CH3:22])[NH:15]2)=[CH:10][C:9]=1[N+:11]([O-:13])=[O:12])([CH3:26])([CH3:25])[CH3:23]. The yield is 0.210.